From a dataset of Catalyst prediction with 721,799 reactions and 888 catalyst types from USPTO. Predict which catalyst facilitates the given reaction. (1) Reactant: [CH3:1][OH:2].C[C:4](C)([O-:6])C.[K+].[Cl:9][C:10]1[CH:11]=[C:12]([NH:17][C:18]2[C:27]3[C:22](=[CH:23][C:24](F)=[CH:25][C:26]=3F)[N:21]=[CH:20][N:19]=2)[CH:13]=[CH:14][C:15]=1[F:16]. Product: [Cl:9][C:10]1[CH:11]=[C:12]([NH:17][C:18]2[C:27]3[C:22](=[CH:23][C:24]([O:6][CH3:4])=[CH:25][C:26]=3[O:2][CH3:1])[N:21]=[CH:20][N:19]=2)[CH:13]=[CH:14][C:15]=1[F:16]. The catalyst class is: 6. (2) Reactant: [C:1]([O:5][C:6]([N:8]1[C:16]2[C:11](=[CH:12][C:13]([C:17]([O:19]CC3C=CC=CC=3)=[O:18])=[CH:14][CH:15]=2)[CH:10]=[C:9]1[C:27]1[C:28](=[O:45])[N:29]([CH2:37][O:38][CH2:39][CH2:40][Si:41]([CH3:44])([CH3:43])[CH3:42])[CH:30]=[C:31]([C:33]([O:35][CH3:36])=[O:34])[CH:32]=1)=[O:7])([CH3:4])([CH3:3])[CH3:2]. Product: [C:1]([O:5][C:6]([N:8]1[C:16]2[C:11](=[CH:12][C:13]([C:17]([OH:19])=[O:18])=[CH:14][CH:15]=2)[CH:10]=[C:9]1[C:27]1[C:28](=[O:45])[N:29]([CH2:37][O:38][CH2:39][CH2:40][Si:41]([CH3:43])([CH3:42])[CH3:44])[CH:30]=[C:31]([C:33]([O:35][CH3:36])=[O:34])[CH:32]=1)=[O:7])([CH3:3])([CH3:2])[CH3:4]. The catalyst class is: 19. (3) Reactant: [C:1]([C:3]1[CH:4]=[CH:5][C:6]([OH:13])=[C:7]([CH:12]=1)[C:8]([O:10][CH3:11])=[O:9])#[N:2].C(=O)([O-])[O-].[K+].[K+].FC(F)(F)S(O[CH2:26][C:27]([F:30])([F:29])[F:28])(=O)=O. Product: [C:1]([C:3]1[CH:4]=[CH:5][C:6]([O:13][CH2:26][C:27]([F:30])([F:29])[F:28])=[C:7]([CH:12]=1)[C:8]([O:10][CH3:11])=[O:9])#[N:2]. The catalyst class is: 21.